From a dataset of Catalyst prediction with 721,799 reactions and 888 catalyst types from USPTO. Predict which catalyst facilitates the given reaction. (1) Reactant: [Cl:1][C:2]1[N:11]=[C:10](Cl)[C:9]2[C:4](=[CH:5][CH:6]=[CH:7][CH:8]=2)[N:3]=1.[N:13]1([CH2:18][CH2:19][NH2:20])[CH2:17][CH2:16][CH2:15][CH2:14]1. Product: [Cl:1][C:2]1[N:11]=[C:10]([NH:20][CH2:19][CH2:18][N:13]2[CH2:17][CH2:16][CH2:15][CH2:14]2)[C:9]2[C:4](=[CH:5][CH:6]=[CH:7][CH:8]=2)[N:3]=1. The catalyst class is: 27. (2) Reactant: [O:1]1[CH2:5][CH2:4][O:3][CH:2]1[C:6]1[CH:11]=[CH:10][C:9]([CH2:12][OH:13])=[CH:8][C:7]=1[F:14].[H-].[Na+].F[C:18]1[CH:23]=[CH:22][CH:21]=[CH:20][N:19]=1. Product: [O:1]1[CH2:5][CH2:4][O:3][CH:2]1[C:6]1[CH:11]=[CH:10][C:9]([CH2:12][O:13][C:18]2[CH:23]=[CH:22][CH:21]=[CH:20][N:19]=2)=[CH:8][C:7]=1[F:14]. The catalyst class is: 9. (3) Reactant: [OH:1][C:2]1[C:7]2[S:8][CH:9]=[CH:10][C:6]=2[CH:5]=[CH:4][CH:3]=1.I[CH2:12][CH2:13][O:14][CH3:15].C(=O)([O-])[O-].[K+].[K+]. Product: [CH3:15][O:14][CH2:13][CH2:12][O:1][C:2]1[C:7]2[S:8][CH:9]=[CH:10][C:6]=2[CH:5]=[CH:4][CH:3]=1. The catalyst class is: 21. (4) The catalyst class is: 18. Product: [C:29]([O:33][C:34](=[O:35])[NH:36][C@@H:37]([CH:41]1[CH2:42][CH2:43][CH2:44][CH2:45][CH2:46]1)[C:38]([N:20]1[CH2:21][CH2:22][C:23]2[C:28](=[CH:27][CH:26]=[CH:25][CH:24]=2)[C@H:19]1[C:17](=[O:18])[NH:16][C:10]1[C:11]([F:15])=[CH:12][CH:13]=[CH:14][C:9]=1[F:8])=[O:39])([CH3:32])([CH3:30])[CH3:31]. Reactant: FC(F)(F)C(O)=O.[F:8][C:9]1[CH:14]=[CH:13][CH:12]=[C:11]([F:15])[C:10]=1[NH:16][C:17]([C@@H:19]1[C:28]2[C:23](=[CH:24][CH:25]=[CH:26][CH:27]=2)[CH2:22][CH2:21][NH:20]1)=[O:18].[C:29]([O:33][C:34]([NH:36][C@@H:37]([CH:41]1[CH2:46][CH2:45][CH2:44][CH2:43][CH2:42]1)[C:38](O)=[O:39])=[O:35])([CH3:32])([CH3:31])[CH3:30].CN(C(ON1N=NC2C=CC=NC1=2)=[N+](C)C)C.F[P-](F)(F)(F)(F)F.CCN(C(C)C)C(C)C.